Dataset: Full USPTO retrosynthesis dataset with 1.9M reactions from patents (1976-2016). Task: Predict the reactants needed to synthesize the given product. (1) Given the product [P:1]([O:13][CH2:14][C@@H:15]1[C@@H:22]2[C@@H:18]([O:19][C:20]([CH3:24])([CH3:23])[O:21]2)[C@H:17]([N:25]2[C:30]([C:34]#[N:35])=[CH:29][C:28](=[O:32])[NH:27][C:26]2=[O:33])[O:16]1)([O:8][C:9]([CH3:12])([CH3:11])[CH3:10])([O:3][C:4]([CH3:7])([CH3:6])[CH3:5])=[O:2], predict the reactants needed to synthesize it. The reactants are: [P:1]([O:13][CH2:14][C@@H:15]1[C@@H:22]2[C@@H:18]([O:19][C:20]([CH3:24])([CH3:23])[O:21]2)[C@H:17]([N:25]2[CH:30]=[C:29](Br)[C:28](=[O:32])[NH:27][C:26]2=[O:33])[O:16]1)([O:8][C:9]([CH3:12])([CH3:11])[CH3:10])([O:3][C:4]([CH3:7])([CH3:6])[CH3:5])=[O:2].[C-:34]#[N:35].[Na+].C(=O)(O)[O-].[Na+]. (2) Given the product [Cl:1][C:2]1[CH:3]=[N:4][CH:5]=[C:6]([Cl:25])[C:7]=1[NH:8][C:9]([C:11]1[C:12]2[N:13]([N:19]=[C:20]([C:22](=[O:24])[CH3:23])[CH:21]=2)[C:14]([O:17][CH3:18])=[CH:15][CH:16]=1)=[O:10], predict the reactants needed to synthesize it. The reactants are: [Cl:1][C:2]1[CH:3]=[N:4][CH:5]=[C:6]([Cl:25])[C:7]=1[NH:8][C:9]([C:11]1[C:12]2[N:13]([N:19]=[C:20]([CH:22]([OH:24])[CH3:23])[CH:21]=2)[C:14]([O:17][CH3:18])=[CH:15][CH:16]=1)=[O:10].CC(OI1(OC(C)=O)(OC(C)=O)OC(=O)C2C=CC=CC1=2)=O.C(=O)([O-])O.[Na+]. (3) Given the product [CH2:1]([O:8][C:9]([NH:11][C:12]1([C:22]2[NH:23][C:24](=[O:34])[C:25]([OH:33])=[C:26]([C:28]([O:30][CH2:31][CH3:32])=[O:29])[N:27]=2)[CH2:21][CH2:20][C:15](=[O:16])[CH2:14][CH2:13]1)=[O:10])[C:2]1[CH:7]=[CH:6][CH:5]=[CH:4][CH:3]=1, predict the reactants needed to synthesize it. The reactants are: [CH2:1]([O:8][C:9]([NH:11][C:12]1([C:22]2[NH:23][C:24](=[O:34])[C:25]([OH:33])=[C:26]([C:28]([O:30][CH2:31][CH3:32])=[O:29])[N:27]=2)[CH2:21][CH2:20][C:15]2(OCC[O:16]2)[CH2:14][CH2:13]1)=[O:10])[C:2]1[CH:7]=[CH:6][CH:5]=[CH:4][CH:3]=1.Cl. (4) Given the product [Br-:7].[CH2:8]([N+:1]1[CH:6]=[CH:5][CH:4]=[CH:3][CH:2]=1)[CH2:9][CH2:10][CH2:11][CH3:12], predict the reactants needed to synthesize it. The reactants are: [N:1]1[CH:6]=[CH:5][CH:4]=[CH:3][CH:2]=1.[Br:7][CH2:8][CH2:9][CH2:10][CH2:11][CH3:12]. (5) Given the product [N-:1]([S:2]([C:5]([F:8])([F:6])[F:7])(=[O:4])=[O:3])[S:9]([C:12]([F:15])([F:14])[F:13])(=[O:11])=[O:10].[CH2:18]([N+:22]1[CH:26]=[CH:25][N:24]([CH2:27][CH2:28][CH2:29][CH2:30][CH2:31][CH2:32][CH2:33][CH2:34][CH2:35][CH3:36])[CH:23]=1)[CH2:19][CH2:20][CH3:21], predict the reactants needed to synthesize it. The reactants are: [N-:1]([S:9]([C:12]([F:15])([F:14])[F:13])(=[O:11])=[O:10])[S:2]([C:5]([F:8])([F:7])[F:6])(=[O:4])=[O:3].[Li+].[Br-].[CH2:18]([N+:22]1[CH:26]=[CH:25][N:24]([CH2:27][CH2:28][CH2:29][CH2:30][CH2:31][CH2:32][CH2:33][CH2:34][CH2:35][CH3:36])[CH:23]=1)[CH2:19][CH2:20][CH3:21].ClCCl. (6) The reactants are: Br[C:2]1[CH:3]=[C:4]([C@@H:8]2[C@@H:12]([C:13]3[CH:18]=[CH:17][CH:16]=[C:15](OC)[CH:14]=3)[O:11][C:10](=[O:21])[NH:9]2)C=N[CH:7]=1.[Br:22][C:23]1[N:28]=C(C=O)C=CC=1.[F:31]C1C=CC(CP(=O)(OCC)OCC)=CC=1. Given the product [Br:22][C:23]1[N:28]=[C:4]([C@@H:8]2[C@@H:12]([C:13]3[CH:14]=[CH:15][C:16]([F:31])=[CH:17][CH:18]=3)[O:11][C:10](=[O:21])[NH:9]2)[CH:3]=[CH:2][CH:7]=1, predict the reactants needed to synthesize it.